Dataset: Full USPTO retrosynthesis dataset with 1.9M reactions from patents (1976-2016). Task: Predict the reactants needed to synthesize the given product. (1) Given the product [CH3:37][O:38][C:39]1[CH:46]=[CH:45][C:42]([CH:43]([C:29]2[CH:30]=[CH:31][C:32]([O:33][CH3:34])=[C:27]([O:26][CH2:24][CH3:25])[CH:28]=2)[OH:44])=[CH:41][C:40]=1[N+:47]([O-:49])=[O:48], predict the reactants needed to synthesize it. The reactants are: NC1C=C(C(C2C=CC(OC)=C(OC)C=2)=CC#N)C=CC=1OC.[CH2:24]([O:26][C:27]1[CH:28]=[C:29](Br)[CH:30]=[CH:31][C:32]=1[O:33][CH3:34])[CH3:25].[Mg].[CH3:37][O:38][C:39]1[CH:46]=[CH:45][C:42]([CH:43]=[O:44])=[CH:41][C:40]=1[N+:47]([O-:49])=[O:48]. (2) Given the product [Cl:58][C:59]1[CH:60]=[CH:61][CH:62]=[C:63]2[C:68]=1[N:67]=[C:66]([C:69]1[CH:74]=[CH:73][CH:72]=[C:71]([F:75])[CH:70]=1)[C:65]([C@@H:76]([NH:78][C:79]1[N:87]=[CH:86][N:85]=[C:84]3[C:80]=1[N:81]=[CH:82][NH:83]3)[CH3:77])=[CH:64]2, predict the reactants needed to synthesize it. The reactants are: C(OC1C=CC(F)=CC=1C1C(CN)=CC2C(=C(Cl)C=CC=2)N=1)C1C=CC=CC=1.CCN(C(C)C)C(C)C.ClC1N=CN=C2C=1NC=N2.N1C(N)=C2C(NC=N2)=NC=1.[Cl:58][C:59]1[CH:60]=[CH:61][CH:62]=[C:63]2[C:68]=1[N:67]=[C:66]([C:69]1[CH:74]=[CH:73][CH:72]=[C:71]([F:75])[CH:70]=1)[C:65]([C@H:76]([NH:78][C:79]1[N:87]=[CH:86][N:85]=[C:84]3[C:80]=1[N:81]=[CH:82][NH:83]3)[CH3:77])=[CH:64]2. (3) The reactants are: C[O:2][C:3]([C:5]1[C:9]([NH:10][C:11](=[O:15])[CH:12](Cl)[F:13])=[CH:8][S:7][CH:6]=1)=[O:4].[C:16]([C:20]1[CH:25]=[CH:24][C:23]([OH:26])=[CH:22][CH:21]=1)([CH3:19])([CH3:18])[CH3:17]. Given the product [C:16]([C:20]1[CH:21]=[CH:22][C:23]([O:26][CH:12]([F:13])[C:11]([NH:10][C:9]2[C:5]([C:3]([OH:2])=[O:4])=[CH:6][S:7][CH:8]=2)=[O:15])=[CH:24][CH:25]=1)([CH3:19])([CH3:17])[CH3:18], predict the reactants needed to synthesize it.